Dataset: Catalyst prediction with 721,799 reactions and 888 catalyst types from USPTO. Task: Predict which catalyst facilitates the given reaction. (1) Reactant: [Cl:1][C:2]1[CH:3]=[C:4]([C:12]2[O:16][N:15]=[C:14]([C:17]3[CH:18]=[C:19]4[C:23](=[CH:24][CH:25]=3)[N:22]([CH2:26][C:27]([CH3:34])([CH3:33])[C:28]([O:30]CC)=[O:29])[N:21]=[CH:20]4)[N:13]=2)[CH:5]=[N:6][C:7]=1[O:8][CH:9]([CH3:11])[CH3:10].[OH-].[Na+].C(O)(=O)C. Product: [Cl:1][C:2]1[CH:3]=[C:4]([C:12]2[O:16][N:15]=[C:14]([C:17]3[CH:18]=[C:19]4[C:23](=[CH:24][CH:25]=3)[N:22]([CH2:26][C:27]([CH3:34])([CH3:33])[C:28]([OH:30])=[O:29])[N:21]=[CH:20]4)[N:13]=2)[CH:5]=[N:6][C:7]=1[O:8][CH:9]([CH3:10])[CH3:11]. The catalyst class is: 40. (2) Reactant: [Br:1][C:2]1[CH:3]=[CH:4][C:5]([Cl:18])=[C:6]([CH2:8][C:9]2[O:13]C=[N:11][C:10]=2C(OC)=O)[CH:7]=1. Product: [ClH:18].[NH2:11][CH2:10][C:9](=[O:13])[CH2:8][C:6]1[CH:7]=[C:2]([Br:1])[CH:3]=[CH:4][C:5]=1[Cl:18]. The catalyst class is: 33.